From a dataset of Forward reaction prediction with 1.9M reactions from USPTO patents (1976-2016). Predict the product of the given reaction. (1) Given the reactants [NH:1]1[C:5]2=[N:6][CH:7]=[CH:8][CH:9]=[C:4]2[C:3]([CH:10]=[C:11]2[O:15][C:14]([NH:16][C:17]3[CH:22]=[CH:21][CH:20]=[CH:19][C:18]=3[Cl:23])=[C:13](C(OCC)=O)[C:12]2=[O:29])=[CH:2]1, predict the reaction product. The product is: [NH:1]1[C:5]2=[N:6][CH:7]=[CH:8][CH:9]=[C:4]2[C:3]([CH:10]=[C:11]2[C:12](=[O:29])[CH:13]=[C:14]([NH:16][C:17]3[CH:22]=[CH:21][CH:20]=[CH:19][C:18]=3[Cl:23])[O:15]2)=[CH:2]1. (2) Given the reactants [CH2:1]([N:3]([CH2:59][CH3:60])[C:4]1[CH:5]=[CH:6][C:7]([NH:30][C:31](=[O:58])[C:32]2[CH:37]=[CH:36][CH:35]=[C:34]([CH2:38][O:39][CH2:40][CH2:41][O:42][CH2:43][CH2:44][O:45][CH2:46][CH2:47][O:48][CH2:49][CH2:50][O:51][CH2:52][CH2:53][O:54][CH2:55][CH2:56][OH:57])[CH:33]=2)=[C:8]([C:10]2[CH:11]=[C:12]([CH:27]=[CH:28][N:29]=2)[C:13]([NH:15][CH2:16][C:17]2[CH:22]=[CH:21][CH:20]=[C:19]([C:23]([F:26])([F:25])[F:24])[CH:18]=2)=[O:14])[CH:9]=1)[CH3:2].C(N(C(C)C)CC)(C)C.C1C([N+]([O-])=O)=CC=C([Cl-][C:80]([O-])=[O:81])C=1.[O:83]1[CH2:88][CH2:87][N:86]([CH2:89][CH2:90][NH2:91])[CH2:85][CH2:84]1, predict the reaction product. The product is: [O:83]1[CH2:88][CH2:87][N:86]([CH2:89][CH2:90][NH:91][C:80](=[O:81])[O:57][CH2:56][CH2:55][O:54][CH2:53][CH2:52][O:51][CH2:50][CH2:49][O:48][CH2:47][CH2:46][O:45][CH2:44][CH2:43][O:42][CH2:41][CH2:40][O:39][CH2:38][C:34]2[CH:35]=[CH:36][CH:37]=[C:32]([C:31](=[O:58])[NH:30][C:7]3[CH:6]=[CH:5][C:4]([N:3]([CH2:1][CH3:2])[CH2:59][CH3:60])=[CH:9][C:8]=3[C:10]3[CH:11]=[C:12]([C:13](=[O:14])[NH:15][CH2:16][C:17]4[CH:22]=[CH:21][CH:20]=[C:19]([C:23]([F:26])([F:25])[F:24])[CH:18]=4)[CH:27]=[CH:28][N:29]=3)[CH:33]=2)[CH2:85][CH2:84]1. (3) Given the reactants [S:1]1[CH:5]=[CH:4][CH:3]=[C:2]1[CH:6]=O.[CH3:8][O:9][CH2:10][CH2:11][NH2:12].[C:13]1(=[O:24])[O:19][C:17](=O)[C:16]2=[CH:20][CH:21]=[CH:22][CH:23]=[C:15]2[CH2:14]1.[CH2:25]1[C:33]2[C:28](=[CH:29][C:30]([NH2:34])=[CH:31][CH:32]=2)[CH2:27][O:26]1, predict the reaction product. The product is: [CH2:25]1[C:33]2[C:28](=[CH:29][C:30]([NH:34][C:13]([CH:14]3[C:15]4[C:16](=[CH:20][CH:21]=[CH:22][CH:23]=4)[C:17](=[O:19])[N:12]([CH2:11][CH2:10][O:9][CH3:8])[CH:6]3[C:2]3[S:1][CH:5]=[CH:4][CH:3]=3)=[O:24])=[CH:31][CH:32]=2)[CH2:27][O:26]1.